This data is from Experimentally validated miRNA-target interactions with 360,000+ pairs, plus equal number of negative samples. The task is: Binary Classification. Given a miRNA mature sequence and a target amino acid sequence, predict their likelihood of interaction. (1) The miRNA is mmu-miR-297a-5p with sequence AUGUAUGUGUGCAUGUGCAUGU. The protein sequence of the target gene is MERAGPNSVRSQQQRDPDWVEAWLDDHRDFTFSYFIRKATRDMVNAWFSERVHNIPVCKEGIRAHTESCSCSLQQSPHADNTTPGAPARKISASEFDRPLRPIVVKDSEGTVSFLSDSGKKEQMPLTPPRFDSDEGDQCSRLLELVKDISSHLDVTALCHKIFLHIHGLISADRYSLFLVCEDSSKDKFLISRLFDVAEGSTLEEASNNCIRLEWNKGIVGHVAAFGEPLNIKDAYEDPRFNAEVDQITGYKTQSILCMPIKNHREEVVGVAQAINKKSGNGGTFTEKDEKDFAAYLAFC.... Result: 1 (interaction). (2) The miRNA is mmu-miR-497a-5p with sequence CAGCAGCACACUGUGGUUUGUA. The protein sequence of the target gene is MAFIAKSFYDLSAISLDGEKVDFNTFRGRAVLIENVASLUGTTTRDFTQLNELQCRFPRRLVVLGFPCNQFGHQENCQNEEILNSLKYVRPGGGYQPTFTLVQKCEVNGQNEHPVFAYLKDKLPYPYDDPFSLMTDPKLIIWSPVRRSDVAWNFEKFLIGPEGEPFRRYSRTFPTINIEPDIKRLLKVAI. Result: 0 (no interaction).